From a dataset of Forward reaction prediction with 1.9M reactions from USPTO patents (1976-2016). Predict the product of the given reaction. Given the reactants [CH3:1][O:2][CH2:3][O:4][C@H:5]1[C@H:11]2[C@H:9]([O:10]2)[CH:8]=[C:7]([C:12]([O:14][CH3:15])=[O:13])[CH2:6]1.[NH4+].[Cl-].[N-:18]=[N+:19]=[N-:20].[Na+].CCO, predict the reaction product. The product is: [N:18]([C@@H:9]1[C@@H:11]([OH:10])[C@H:5]([O:4][CH2:3][O:2][CH3:1])[CH2:6][C:7]([C:12]([O:14][CH3:15])=[O:13])=[CH:8]1)=[N+:19]=[N-:20].